This data is from Forward reaction prediction with 1.9M reactions from USPTO patents (1976-2016). The task is: Predict the product of the given reaction. (1) Given the reactants [Cl:1][C:2]1[CH:7]=[CH:6][C:5]([C:8]2[CH:13]=[CH:12][N:11]3[C:14](=[O:17])[NH:15][N:16]=[C:10]3[C:9]=2[C:18]2[CH:23]=[CH:22][N:21]=[CH:20][CH:19]=2)=[CH:4][CH:3]=1.O[CH2:25][C:26]1[C:27]([CH3:37])=[N+:28]([O-:36])[C:29]([C:32]([F:35])([F:34])[F:33])=[CH:30][CH:31]=1.C1C=CC(P(C2C=CC=CC=2)C2C=CC=CC=2)=CC=1.CCOC(/N=N/C(OCC)=O)=O.C1(C)C=CC=CC=1, predict the reaction product. The product is: [Cl:1][C:2]1[CH:7]=[CH:6][C:5]([C:8]2[CH:13]=[CH:12][N:11]3[C:14](=[O:17])[N:15]([CH2:25][C:26]4[C:27]([CH3:37])=[N+:28]([O-:36])[C:29]([C:32]([F:35])([F:33])[F:34])=[CH:30][CH:31]=4)[N:16]=[C:10]3[C:9]=2[C:18]2[CH:19]=[CH:20][N:21]=[CH:22][CH:23]=2)=[CH:4][CH:3]=1. (2) Given the reactants C1(P(C2C=CC=CC=2)C2C=CC=CC=2)C=CC=CC=1.CC(OC(/N=N/C(OC(C)C)=O)=O)C.[C:34]([O:38][C:39]([N:41]1[CH2:46][CH2:45][C@@H:44]([N:47]=[C:48]([C:55]2[CH:60]=[CH:59][CH:58]=[CH:57][CH:56]=2)[C:49]2[CH:54]=[CH:53][CH:52]=[CH:51][CH:50]=2)[C@H:43](O)[CH2:42]1)=[O:40])([CH3:37])([CH3:36])[CH3:35].P([N:78]=[N+:79]=[N-:80])(OC1C=CC=CC=1)(OC1C=CC=CC=1)=O, predict the reaction product. The product is: [C:34]([O:38][C:39]([N:41]1[CH2:46][CH2:45][C@H:44]([N:47]=[C:48]([C:55]2[CH:60]=[CH:59][CH:58]=[CH:57][CH:56]=2)[C:49]2[CH:50]=[CH:51][CH:52]=[CH:53][CH:54]=2)[C@H:43]([N:78]=[N+:79]=[N-:80])[CH2:42]1)=[O:40])([CH3:37])([CH3:36])[CH3:35].